This data is from Full USPTO retrosynthesis dataset with 1.9M reactions from patents (1976-2016). The task is: Predict the reactants needed to synthesize the given product. (1) Given the product [CH3:6][N:4]([CH:3]=[C:11]([C:10](=[O:9])[CH2:17][CH3:18])[C:12]([O:14][CH2:15][CH3:16])=[O:13])[CH3:5], predict the reactants needed to synthesize it. The reactants are: CO[CH:3](OC)[N:4]([CH3:6])[CH3:5].[O:9]=[C:10]([CH2:17][CH3:18])[CH2:11][C:12]([O:14][CH2:15][CH3:16])=[O:13]. (2) Given the product [CH3:19][C:15]1[N:14]=[C:13]([NH:12][C:2]2[N:3]=[CH:4][CH:5]=[C:6]3[C:11]=2[N:10]=[CH:9][CH:8]=[CH:7]3)[CH:18]=[CH:17][CH:16]=1, predict the reactants needed to synthesize it. The reactants are: Cl[C:2]1[N:3]=[CH:4][CH:5]=[C:6]2[C:11]=1[N:10]=[CH:9][CH:8]=[CH:7]2.[NH2:12][C:13]1[CH:18]=[CH:17][CH:16]=[C:15]([CH3:19])[N:14]=1.C1(P(C2C=CC=CC=2)C2C3OC4C(=CC=CC=4P(C4C=CC=CC=4)C4C=CC=CC=4)C(C)(C)C=3C=CC=2)C=CC=CC=1.C(=O)([O-])[O-].[Cs+].[Cs+].